The task is: Predict the product of the given reaction.. This data is from Forward reaction prediction with 1.9M reactions from USPTO patents (1976-2016). (1) Given the reactants Cl[C:2]1[CH:7]=[CH:6][N:5]2[N:8]=[C:9]([NH:11][C:12]3[CH:17]=[CH:16][C:15]([C:18]([N:20]4[CH2:23][CH:22]([F:24])[CH2:21]4)=[O:19])=[CH:14][C:13]=3[O:25][CH2:26][C:27]([F:30])([F:29])[F:28])[N:10]=[C:4]2[CH:3]=1.[F:31][C:32]1[CH:37]=[CH:36][C:35]([C@@H:38]([CH3:51])[C:39]([NH:41][C:42]2[CH:47]=[CH:46][C:45](B(O)O)=[CH:44][CH:43]=2)=[O:40])=[CH:34][CH:33]=1, predict the reaction product. The product is: [F:24][CH:22]1[CH2:23][N:20]([C:18]([C:15]2[CH:16]=[CH:17][C:12]([NH:11][C:9]3[N:10]=[C:4]4[CH:3]=[C:2]([C:45]5[CH:44]=[CH:43][C:42]([NH:41][C:39](=[O:40])[C@@H:38]([C:35]6[CH:34]=[CH:33][C:32]([F:31])=[CH:37][CH:36]=6)[CH3:51])=[CH:47][CH:46]=5)[CH:7]=[CH:6][N:5]4[N:8]=3)=[C:13]([O:25][CH2:26][C:27]([F:30])([F:29])[F:28])[CH:14]=2)=[O:19])[CH2:21]1. (2) Given the reactants [H-].[Na+].[CH3:3]CCCCC.[CH3:9][C:10]1[S:11][CH:12]=[C:13]([C:15]#[C:16][C:17]2[CH:18]=[C:19]([CH2:23][OH:24])[CH:20]=[N:21][CH:22]=2)[N:14]=1, predict the reaction product. The product is: [CH3:3][O:24][CH2:23][C:19]1[CH:20]=[N:21][CH:22]=[C:17]([C:16]#[C:15][C:13]2[N:14]=[C:10]([CH3:9])[S:11][CH:12]=2)[CH:18]=1. (3) Given the reactants [CH:1]([C:3]1[CH:8]=[CH:7][C:6]([C:9]2[CH:14]=[CH:13][CH:12]=[C:11]([CH2:15][N:16]([CH3:24])[C:17](=[O:23])[O:18][C:19]([CH3:22])([CH3:21])[CH3:20])[CH:10]=2)=[C:5]([CH3:25])[CH:4]=1)=O.[S:26]1[CH2:30][C:29](=[O:31])[NH:28][C:27]1=[O:32], predict the reaction product. The product is: [O:32]=[C:27]1[NH:28][C:29](=[O:31])[C:30](=[CH:1][C:3]2[CH:8]=[CH:7][C:6]([C:9]3[CH:14]=[CH:13][CH:12]=[C:11]([CH2:15][N:16]([CH3:24])[C:17](=[O:23])[O:18][C:19]([CH3:21])([CH3:22])[CH3:20])[CH:10]=3)=[C:5]([CH3:25])[CH:4]=2)[S:26]1.